Dataset: NCI-60 drug combinations with 297,098 pairs across 59 cell lines. Task: Regression. Given two drug SMILES strings and cell line genomic features, predict the synergy score measuring deviation from expected non-interaction effect. (1) Drug 1: CC1=C(C=C(C=C1)C(=O)NC2=CC(=CC(=C2)C(F)(F)F)N3C=C(N=C3)C)NC4=NC=CC(=N4)C5=CN=CC=C5. Drug 2: C1C(C(OC1N2C=NC3=C2NC=NCC3O)CO)O. Cell line: NCI-H460. Synergy scores: CSS=1.82, Synergy_ZIP=1.48, Synergy_Bliss=5.38, Synergy_Loewe=0.335, Synergy_HSA=1.12. (2) Drug 1: CCN(CC)CCNC(=O)C1=C(NC(=C1C)C=C2C3=C(C=CC(=C3)F)NC2=O)C. Drug 2: CC1C(C(CC(O1)OC2CC(CC3=C2C(=C4C(=C3O)C(=O)C5=C(C4=O)C(=CC=C5)OC)O)(C(=O)CO)O)N)O.Cl. Cell line: UACC-257. Synergy scores: CSS=36.0, Synergy_ZIP=0.275, Synergy_Bliss=1.75, Synergy_Loewe=-5.61, Synergy_HSA=3.75. (3) Drug 1: C1=CC(=C2C(=C1NCCNCCO)C(=O)C3=C(C=CC(=C3C2=O)O)O)NCCNCCO. Drug 2: CC1=C(C=C(C=C1)C(=O)NC2=CC(=CC(=C2)C(F)(F)F)N3C=C(N=C3)C)NC4=NC=CC(=N4)C5=CN=CC=C5. Cell line: NCI-H322M. Synergy scores: CSS=27.4, Synergy_ZIP=5.69, Synergy_Bliss=7.76, Synergy_Loewe=-9.68, Synergy_HSA=2.91. (4) Drug 1: CS(=O)(=O)C1=CC(=C(C=C1)C(=O)NC2=CC(=C(C=C2)Cl)C3=CC=CC=N3)Cl. Drug 2: C(CC(=O)O)C(=O)CN.Cl. Cell line: DU-145. Synergy scores: CSS=4.20, Synergy_ZIP=-3.93, Synergy_Bliss=-6.65, Synergy_Loewe=-11.0, Synergy_HSA=-8.80.